Dataset: Full USPTO retrosynthesis dataset with 1.9M reactions from patents (1976-2016). Task: Predict the reactants needed to synthesize the given product. Given the product [C:20]([CH:7]1[C:2](=[O:1])[CH2:3][CH2:4][N:5]([C:8]([O:10][C:11]([CH3:14])([CH3:13])[CH3:12])=[O:9])[CH2:6]1)(=[O:22])[CH3:21], predict the reactants needed to synthesize it. The reactants are: [O:1]=[C:2]1[CH2:7][CH2:6][N:5]([C:8]([O:10][C:11]([CH3:14])([CH3:13])[CH3:12])=[O:9])[CH2:4][CH2:3]1.N1CCCC1.[C:20](OC(=O)C)(=[O:22])[CH3:21].O.